This data is from Reaction yield outcomes from USPTO patents with 853,638 reactions. The task is: Predict the reaction yield, written as a fraction of the theoretical maximum amount of product (1.0 means a 100% yield; for example, 0.34 means a 34% yield). (1) The reactants are [OH:1][CH2:2][CH2:3][CH2:4][CH2:5][CH2:6][C:7]([O:9][CH2:10][CH3:11])=[O:8].C(N(CC)CC)C.[CH3:19][S:20](Cl)(=[O:22])=[O:21]. The catalyst is ClCCl. The product is [CH3:19][S:20]([O:1][CH2:2][CH2:3][CH2:4][CH2:5][CH2:6][C:7]([O:9][CH2:10][CH3:11])=[O:8])(=[O:22])=[O:21]. The yield is 0.850. (2) The reactants are [C:12]([O:11][C:9](O[C:9]([O:11][C:12]([CH3:15])([CH3:14])[CH3:13])=[O:10])=[O:10])([CH3:15])([CH3:14])[CH3:13].Br.[Br:17][CH2:18][CH2:19][NH2:20].CN1CCOCC1. The catalyst is C(OCC)(=O)C. The product is [CH3:15][C:12]([CH3:13])([O:11][C:9]([NH:20][CH2:19][CH2:18][Br:17])=[O:10])[CH3:14]. The yield is 0.880. (3) The reactants are [CH3:1][O:2][C:3](=[O:29])[NH:4][C@H:5]([C:9]([N:11]1[CH2:15][C:14]([CH3:16])=[CH:13][C@H:12]1[C:17]1[NH:18][CH:19]=[C:20]([C:22]2[CH:27]=[CH:26][C:25](Br)=[CH:24][CH:23]=2)[N:21]=1)=[O:10])[CH:6]([CH3:8])[CH3:7].[B:30]1([B:30]2[O:34][C:33]([CH3:36])([CH3:35])[C:32]([CH3:38])([CH3:37])[O:31]2)[O:34][C:33]([CH3:36])([CH3:35])[C:32]([CH3:38])([CH3:37])[O:31]1.C([O-])(=O)C.[K+]. The catalyst is O1CCOCC1.C1C=CC(P(C2C=CC=CC=2)[C-]2C=CC=C2)=CC=1.C1C=CC(P(C2C=CC=CC=2)[C-]2C=CC=C2)=CC=1.Cl[Pd]Cl.[Fe+2]. The product is [CH3:1][O:2][C:3](=[O:29])[NH:4][C@H:5]([C:9]([N:11]1[CH2:15][C:14]([CH3:16])=[CH:13][C@H:12]1[C:17]1[NH:18][CH:19]=[C:20]([C:22]2[CH:27]=[CH:26][C:25]([B:30]3[O:34][C:33]([CH3:36])([CH3:35])[C:32]([CH3:38])([CH3:37])[O:31]3)=[CH:24][CH:23]=2)[N:21]=1)=[O:10])[CH:6]([CH3:8])[CH3:7]. The yield is 0.540. (4) The reactants are [CH3:1][O:2][C:3]1[CH:4]=[C:5](/[CH:11]=[CH:12]/[C:13]([NH:15][C:16]2[CH:24]=[CH:23][CH:22]=[CH:21][C:17]=2[C:18]([OH:20])=[O:19])=[O:14])[CH:6]=[CH:7][C:8]=1[O:9][CH3:10]. The catalyst is [Pd].C1COCC1.CCO.CC(O)=O. The product is [CH3:1][O:2][C:3]1[CH:4]=[C:5]([CH2:11][CH2:12][C:13]([NH:15][C:16]2[CH:24]=[CH:23][CH:22]=[CH:21][C:17]=2[C:18]([OH:20])=[O:19])=[O:14])[CH:6]=[CH:7][C:8]=1[O:9][CH3:10]. The yield is 0.770. (5) The reactants are [O:1]1[C:5]2[CH:6]=[CH:7][C:8]([OH:10])=[CH:9][C:4]=2[O:3][CH2:2]1.C([Mg]Cl)(C)C.[CH2:16]([N:21]1[C:25]2=[N:26][CH:27]=[CH:28][CH:29]=[C:24]2[C:23](=[O:30])[C:22]1=[O:31])[CH2:17][CH2:18][CH2:19][CH3:20]. The catalyst is C1COCC1.ClCCl. The product is [OH:30][C:23]1([C:7]2[C:8]([OH:10])=[CH:9][C:4]3[O:3][CH2:2][O:1][C:5]=3[CH:6]=2)[C:24]2[C:25](=[N:26][CH:27]=[CH:28][CH:29]=2)[N:21]([CH2:16][CH2:17][CH2:18][CH2:19][CH3:20])[C:22]1=[O:31]. The yield is 0.730.